Dataset: Forward reaction prediction with 1.9M reactions from USPTO patents (1976-2016). Task: Predict the product of the given reaction. (1) Given the reactants C1C2C(OC(=O)[N:16](C)[C@@H:17]3[CH2:36][C:35]4=[CH:37][CH:38]=[C:32]([CH:33]=[CH:34]4)[O:31][CH2:30][CH:29]=[CH:28][CH2:27][CH2:26][CH2:25][CH2:24][CH2:23][O:22][CH2:21][C@H:20]([CH:39]([CH3:41])[CH3:40])[NH:19][C:18]3=[O:42])C3C(=CC=CC=3)C=2C=CC=1.N1CCCCC1, predict the reaction product. The product is: [NH2:16][C@@H:17]1[CH2:36][C:35]2=[CH:34][CH:33]=[C:32]([CH:38]=[CH:37]2)[O:31][CH2:30][CH2:29][CH2:28][CH2:27][CH2:26][CH2:25][CH2:24][CH2:23][O:22][CH2:21][C@H:20]([CH:39]([CH3:40])[CH3:41])[NH:19][C:18]1=[O:42]. (2) Given the reactants Cl[C:2]1[N:7]=[C:6]([CH2:8][CH2:9][C:10]2[CH:15]=[CH:14][CH:13]=[CH:12][C:11]=2[C:16]2([C:19]([NH2:21])=[O:20])[CH2:18][CH2:17]2)[C:5]([CH3:22])=[CH:4][N:3]=1.[NH2:23][C:24]1[CH:25]=[CH:26][C:27]([CH:30]2[CH2:35][CH2:34][N:33]([C:36]([O:38][C:39]([CH3:42])([CH3:41])[CH3:40])=[O:37])[CH2:32][CH2:31]2)=[N:28][CH:29]=1.CC1(C)C2C(=C(P(C3C=CC=CC=3)C3C=CC=CC=3)C=CC=2)OC2C(P(C3C=CC=CC=3)C3C=CC=CC=3)=CC=CC1=2.C([O-])([O-])=O.[Cs+].[Cs+], predict the reaction product. The product is: [C:19]([C:16]1([C:11]2[CH:12]=[CH:13][CH:14]=[CH:15][C:10]=2[CH2:9][CH2:8][C:6]2[C:5]([CH3:22])=[CH:4][N:3]=[C:2]([NH:23][C:24]3[CH:25]=[CH:26][C:27]([CH:30]4[CH2:35][CH2:34][N:33]([C:36]([O:38][C:39]([CH3:42])([CH3:41])[CH3:40])=[O:37])[CH2:32][CH2:31]4)=[N:28][CH:29]=3)[N:7]=2)[CH2:18][CH2:17]1)(=[O:20])[NH2:21].